Dataset: Catalyst prediction with 721,799 reactions and 888 catalyst types from USPTO. Task: Predict which catalyst facilitates the given reaction. (1) Reactant: [C:1]1([S:11]([C:14]2[CH:15]=[CH:16][C:17]3[O:26][C:25]4[CH2:24][CH2:23][NH:22][CH2:21][C:20]=4[C:18]=3[CH:19]=2)(=[O:13])=[O:12])[C:10]2[C:5](=[CH:6][CH:7]=[CH:8][CH:9]=2)[CH:4]=[CH:3][CH:2]=1.[ClH:27]. Product: [ClH:27].[C:1]1([S:11]([C:14]2[CH:15]=[CH:16][C:17]3[O:26][C:25]4[CH2:24][CH2:23][NH:22][CH2:21][C:20]=4[C:18]=3[CH:19]=2)(=[O:13])=[O:12])[C:10]2[C:5](=[CH:6][CH:7]=[CH:8][CH:9]=2)[CH:4]=[CH:3][CH:2]=1. The catalyst class is: 5. (2) Reactant: [OH-].[Na+].O[CH:4]([CH3:30])[CH2:5][N:6]([S:20]([C:23]1[CH:28]=[CH:27][C:26]([CH3:29])=[CH:25][CH:24]=1)(=[O:22])=[O:21])[CH2:7][CH2:8][O:9]S(C1C=CC(C)=CC=1)(=O)=O.O. Product: [CH3:30][CH:4]1[O:9][CH2:8][CH2:7][N:6]([S:20]([C:23]2[CH:28]=[CH:27][C:26]([CH3:29])=[CH:25][CH:24]=2)(=[O:22])=[O:21])[CH2:5]1. The catalyst class is: 100. (3) Reactant: C([N:8]1[CH2:13][CH2:12][C:11]([NH:16][C:17]([O:19][C:20]([CH3:23])([CH3:22])[CH3:21])=[O:18])([CH2:14][CH3:15])[CH2:10][CH2:9]1)C1C=CC=CC=1.[H][H]. Product: [C:20]([O:19][C:17]([NH:16][C:11]1([CH2:14][CH3:15])[CH2:10][CH2:9][NH:8][CH2:13][CH2:12]1)=[O:18])([CH3:23])([CH3:22])[CH3:21]. The catalyst class is: 29. (4) Reactant: [Cl:1][C:2]1[C:7]([F:8])=[CH:6][CH:5]=[C:4]([Cl:9])[C:3]=1[C@H:10]([O:12][C:13]1[C:14]2[O:22][CH:21]=[C:20]([C:23]3[CH2:24][CH2:25][NH:26][CH2:27][CH:28]=3)[C:15]=2[CH:16]=[N:17][C:18]=1[NH2:19])[CH3:11].[CH:29]([N:32]=[C:33]=[O:34])([CH3:31])[CH3:30].CCN(C(C)C)C(C)C. Product: [NH2:19][C:18]1[N:17]=[CH:16][C:15]2[C:20]([C:23]3[CH2:24][CH2:25][N:26]([C:33]([NH:32][CH:29]([CH3:31])[CH3:30])=[O:34])[CH2:27][CH:28]=3)=[CH:21][O:22][C:14]=2[C:13]=1[O:12][C@@H:10]([C:3]1[C:4]([Cl:9])=[CH:5][CH:6]=[C:7]([F:8])[C:2]=1[Cl:1])[CH3:11]. The catalyst class is: 3. (5) Reactant: [N:1]([O-:3])=O.[Na+].[CH2:5]([N:7]1[CH2:12][CH2:11][NH:10][CH2:9][CH2:8]1)[CH3:6].Cl.[OH-].[Na+]. Product: [N:1]([N:10]1[CH2:11][CH2:12][N:7]([CH2:5][CH3:6])[CH2:8][CH2:9]1)=[O:3]. The catalyst class is: 6. (6) Reactant: [OH:1][C@@H:2]1[CH2:7][CH2:6][C@H:5]([C:8]([OH:10])=[O:9])[CH2:4][CH2:3]1.[CH3:11][Si](C=[N+]=[N-])(C)C. Product: [OH:1][C@@H:2]1[CH2:7][CH2:6][C@H:5]([C:8]([O:10][CH3:11])=[O:9])[CH2:4][CH2:3]1. The catalyst class is: 224. (7) Reactant: [OH-].[Li+:2].C([O:5][C:6](=[O:27])[CH2:7][C:8]1[N:9]([C:20]2[CH:25]=[CH:24][C:23]([F:26])=[CH:22][CH:21]=2)[CH:10]=[C:11]([C:13]2[CH:18]=[CH:17][C:16]([F:19])=[CH:15][CH:14]=2)[N:12]=1)C. Product: [Li+:2].[F:26][C:23]1[CH:22]=[CH:21][C:20]([N:9]2[CH:10]=[C:11]([C:13]3[CH:18]=[CH:17][C:16]([F:19])=[CH:15][CH:14]=3)[N:12]=[C:8]2[CH2:7][C:6]([O-:27])=[O:5])=[CH:25][CH:24]=1. The catalyst class is: 12. (8) Reactant: [Br:1][C:2]1[CH:10]=[CH:9][CH:8]=[C:7]2[C:3]=1[CH2:4][CH2:5][CH:6]2[OH:11].[CH3:12][C:13]([Si:16](Cl)([CH3:18])[CH3:17])([CH3:15])[CH3:14].N1C=CN=C1. Product: [Br:1][C:2]1[CH:10]=[CH:9][CH:8]=[C:7]2[C:3]=1[CH2:4][CH2:5][CH:6]2[O:11][Si:16]([C:13]([CH3:15])([CH3:14])[CH3:12])([CH3:18])[CH3:17]. The catalyst class is: 18. (9) Reactant: [Cl:1][C:2]1[C:7]2[O:8][CH2:9][CH2:10][CH2:11][O:12][C:6]=2[CH:5]=[C:4]([CH2:13][NH:14][CH2:15][CH:16]([CH3:18])[CH3:17])[CH:3]=1.C(OC([N:26]1[CH2:31][CH2:30][N:29]([CH2:32][C:33]2[CH:38]=[CH:37][CH:36]=[CH:35][CH:34]=2)[CH2:28][CH:27]1[C:39](O)=[O:40])=O)(C)(C)C.Cl.C(N=C=NCCCN(C)C)C.CC1C=CN=C(N)C=1C. Product: [CH2:32]([N:29]1[CH2:30][CH2:31][NH:26][CH:27]([C:39]([N:14]([CH2:13][C:4]2[CH:3]=[C:2]([Cl:1])[C:7]3[O:8][CH2:9][CH2:10][CH2:11][O:12][C:6]=3[CH:5]=2)[CH2:15][CH:16]([CH3:18])[CH3:17])=[O:40])[CH2:28]1)[C:33]1[CH:34]=[CH:35][CH:36]=[CH:37][CH:38]=1. The catalyst class is: 46. (10) Reactant: [CH3:1][C:2]([C:9]1[CH:14]=[CH:13][C:12]([C:15](=[O:22])[C:16]2[CH:21]=[CH:20][CH:19]=[CH:18][CH:17]=2)=[CH:11][CH:10]=1)([CH3:8])[CH2:3][C:4]([O:6][CH3:7])=[O:5].[CH2:23](O)[CH2:24][OH:25].O.C1(C)C=CC(S(O)(=O)=O)=CC=1. Product: [CH3:8][C:2]([C:9]1[CH:10]=[CH:11][C:12]([C:15]2([C:16]3[CH:17]=[CH:18][CH:19]=[CH:20][CH:21]=3)[O:25][CH2:24][CH2:23][O:22]2)=[CH:13][CH:14]=1)([CH3:1])[CH2:3][C:4]([O:6][CH3:7])=[O:5]. The catalyst class is: 11.